This data is from Reaction yield outcomes from USPTO patents with 853,638 reactions. The task is: Predict the reaction yield, written as a fraction of the theoretical maximum amount of product (1.0 means a 100% yield; for example, 0.34 means a 34% yield). (1) The reactants are [Cl:1][C:2]1[CH:7]=[CH:6][C:5]([C:8]2[C:14]3[CH:15]=[C:16]([O:19][CH3:20])[CH:17]=[CH:18][C:13]=3[N:12]3[C:21]([CH3:24])=[N:22][N:23]=[C:11]3[C@H:10]([CH2:25][C:26]([OH:28])=O)[N:9]=2)=[CH:4][CH:3]=1.CN(C(ON1N=NC2C=CC=NC1=2)=[N+](C)C)C.F[P-](F)(F)(F)(F)F.CCN(C(C)C)C(C)C.[NH2:62][CH2:63][CH2:64][O:65][C:66]1[CH:71]=[CH:70][C:69]([Si:72]([CH3:75])([CH3:74])[OH:73])=[CH:68][CH:67]=1. The catalyst is C(Cl)Cl. The product is [Cl:1][C:2]1[CH:7]=[CH:6][C:5]([C:8]2[C:14]3[CH:15]=[C:16]([O:19][CH3:20])[CH:17]=[CH:18][C:13]=3[N:12]3[C:21]([CH3:24])=[N:22][N:23]=[C:11]3[C@H:10]([CH2:25][C:26]([NH:62][CH2:63][CH2:64][O:65][C:66]3[CH:71]=[CH:70][C:69]([Si:72]([OH:73])([CH3:75])[CH3:74])=[CH:68][CH:67]=3)=[O:28])[N:9]=2)=[CH:4][CH:3]=1. The yield is 0.0540. (2) The reactants are C(N(CC)CC)C.[Cl:8][C:9]1[C:10]([N:15]2[CH:19]([C:20]([O:22][CH2:23][CH3:24])=[O:21])[CH2:18][C:17](=[O:25])[NH:16]2)=[N:11][CH:12]=[CH:13][CH:14]=1.[C:26]1([CH3:36])[CH:31]=[CH:30][C:29]([S:32](Cl)(=[O:34])=[O:33])=[CH:28][CH:27]=1. The catalyst is ClCCl.C1(C)C=CC(S(Cl)(=O)=O)=CC=1.C(N(CC)CC)C. The product is [Cl:8][C:9]1[C:10]([N:15]2[CH:19]([C:20]([O:22][CH2:23][CH3:24])=[O:21])[CH2:18][C:17]([O:25][S:32]([C:29]3[CH:30]=[CH:31][C:26]([CH3:36])=[CH:27][CH:28]=3)(=[O:34])=[O:33])=[N:16]2)=[N:11][CH:12]=[CH:13][CH:14]=1. The yield is 0.870. (3) The reactants are [OH:1][CH:2]([C:6]1[CH:11]=[CH:10][C:9]([C:12]2[N:16]=[C:15]([C:17]3[O:21][N:20]=[C:19]([C:22]4[CH:27]=[CH:26][CH:25]=[CH:24][CH:23]=4)[C:18]=3[C:28]([F:31])([F:30])[F:29])[O:14][N:13]=2)=[CH:8][CH:7]=1)[C:3]([OH:5])=O.C[N:33]1CCOCC1.N.CN(C(ON1N=NC2C=CC=NC1=2)=[N+](C)C)C.F[P-](F)(F)(F)(F)F. The catalyst is CN(C=O)C. The yield is 0.304. The product is [OH:1][CH:2]([C:6]1[CH:7]=[CH:8][C:9]([C:12]2[N:16]=[C:15]([C:17]3[O:21][N:20]=[C:19]([C:22]4[CH:27]=[CH:26][CH:25]=[CH:24][CH:23]=4)[C:18]=3[C:28]([F:29])([F:30])[F:31])[O:14][N:13]=2)=[CH:10][CH:11]=1)[C:3]([NH2:33])=[O:5]. (4) The reactants are [CH3:1][C@@H:2]1[CH2:4][O:3]1.[CH3:5][NH:6][CH2:7][CH:8]=[CH2:9].FC(F)(F)S([O-])(=O)=O.[Yb+3].FC(F)(F)S([O-])(=O)=O.FC(F)(F)S([O-])(=O)=O. The catalyst is O1CCOCC1. The product is [CH2:7]([N:6]([CH3:5])[CH2:4][C@H:2]([OH:3])[CH3:1])[CH:8]=[CH2:9]. The yield is 0.290. (5) The reactants are C[Si](C)(C)CC[O:5][C:6](=[O:49])[CH:7]([CH2:33][CH:34]=[CH:35][CH2:36][P:37]([O:41][CH:42]([C:44]([O:46][CH2:47][CH3:48])=[O:45])[CH3:43])([O:39][CH3:40])=[O:38])[CH2:8][C:9]([CH3:32])=[CH:10][CH2:11][C:12]1[C:13]([O:25]CC[Si](C)(C)C)=[C:14]2[C:18](=[C:19]([CH3:23])[C:20]=1[O:21][CH3:22])[CH2:17][O:16][C:15]2=[O:24].CCCC[N+](CCCC)(CCCC)CCCC.[F-]. The catalyst is C1COCC1. The product is [CH2:47]([O:46][C:44]([CH:42]([O:41][P:37]([CH2:36][CH:35]=[CH:34][CH2:33][CH:7]([CH2:8][C:9]([CH3:32])=[CH:10][CH2:11][C:12]1[C:13]([OH:25])=[C:14]2[C:18](=[C:19]([CH3:23])[C:20]=1[O:21][CH3:22])[CH2:17][O:16][C:15]2=[O:24])[C:6]([OH:49])=[O:5])([O:39][CH3:40])=[O:38])[CH3:43])=[O:45])[CH3:48]. The yield is 0.770.